Dataset: Forward reaction prediction with 1.9M reactions from USPTO patents (1976-2016). Task: Predict the product of the given reaction. (1) Given the reactants C([O:8][CH2:9][CH2:10][CH2:11][CH2:12][CH2:13][CH2:14][CH2:15][CH2:16][CH2:17][CH2:18][CH2:19][CH2:20][CH2:21][CH2:22][CH:23]=[CH:24][C:25]1[C:33]2[C:28](=[CH:29][CH:30]=[CH:31][CH:32]=2)[N:27]([S:34]([C:37]2[CH:42]=[CH:41][C:40]([O:43][CH3:44])=[CH:39][CH:38]=2)(=[O:36])=[O:35])[CH:26]=1)C1C=CC=CC=1.C.[H][H], predict the reaction product. The product is: [OH:8][CH2:9][CH2:10][CH2:11][CH2:12][CH2:13][CH2:14][CH2:15][CH2:16][CH2:17][CH2:18][CH2:19][CH2:20][CH2:21][CH2:22][CH2:23][CH2:24][C:25]1[C:33]2[C:28](=[CH:29][CH:30]=[CH:31][CH:32]=2)[N:27]([S:34]([C:37]2[CH:42]=[CH:41][C:40]([O:43][CH3:44])=[CH:39][CH:38]=2)(=[O:36])=[O:35])[CH:26]=1. (2) Given the reactants O.O.[Sn](Cl)Cl.[CH3:6]/[C:7](=[CH:17]\[C:18]1[CH:23]=[CH:22][C:21]([N+:24]([O-])=O)=[CH:20][CH:19]=1)/[CH:8]=[CH:9]/[C:10]([O:12][C:13]([CH3:16])([CH3:15])[CH3:14])=[O:11], predict the reaction product. The product is: [CH3:6]/[C:7](=[CH:17]\[C:18]1[CH:23]=[CH:22][C:21]([NH2:24])=[CH:20][CH:19]=1)/[CH:8]=[CH:9]/[C:10]([O:12][C:13]([CH3:14])([CH3:15])[CH3:16])=[O:11].